Dataset: Full USPTO retrosynthesis dataset with 1.9M reactions from patents (1976-2016). Task: Predict the reactants needed to synthesize the given product. (1) Given the product [CH3:51][C:52]1[N:53]=[C:54]([C@H:57]2[CH2:61][CH2:60][CH2:59][N:58]2[C:31]([C:30]2[CH:29]=[C:28]([CH:36]=[C:35]([C:37]3[O:38][CH:39]=[CH:40][N:41]=3)[CH:34]=2)[C:26]([O:25][CH3:24])=[O:27])=[O:33])[S:55][CH:56]=1, predict the reactants needed to synthesize it. The reactants are: CCN=C=NCCCN(C)C.Cl.C1C=CC2N(O)N=NC=2C=1.O.[CH3:24][O:25][C:26]([C:28]1[CH:29]=[C:30]([CH:34]=[C:35]([C:37]2[O:38][CH:39]=[CH:40][N:41]=2)[CH:36]=1)[C:31]([OH:33])=O)=[O:27].CCN(C(C)C)C(C)C.[CH3:51][C:52]1[N:53]=[C:54]([C@H:57]2[CH2:61][CH2:60][CH2:59][NH:58]2)[S:55][CH:56]=1. (2) Given the product [ClH:29].[NH2:17][CH:16]([C:19]1[CH:20]=[C:21]([CH3:25])[CH:22]=[CH:23][CH:24]=1)[CH:15]([C:13]1[CH:12]=[CH:11][C:10]2[N:6]([CH:1]3[CH2:2][CH2:3][CH2:4][CH2:5]3)[C:7](=[O:28])[N:8]([CH3:27])[C:9]=2[CH:14]=1)[OH:26], predict the reactants needed to synthesize it. The reactants are: [CH:1]1([N:6]2[C:10]3[CH:11]=[CH:12][C:13]([C:15](=[O:26])[C:16]([C:19]4[CH:20]=[C:21]([CH3:25])[CH:22]=[CH:23][CH:24]=4)=[N:17]O)=[CH:14][C:9]=3[N:8]([CH3:27])[C:7]2=[O:28])[CH2:5][CH2:4][CH2:3][CH2:2]1.[ClH:29].[H][H]. (3) Given the product [CH2:1]([O:8][C:9]1[CH:14]=[C:13]([C:21]2[CH:20]=[N:19][N:18]([CH3:17])[CH:22]=2)[CH:12]=[CH:11][C:10]=1[F:16])[C:2]1[CH:7]=[CH:6][CH:5]=[CH:4][CH:3]=1, predict the reactants needed to synthesize it. The reactants are: [CH2:1]([O:8][C:9]1[CH:14]=[C:13](Br)[CH:12]=[CH:11][C:10]=1[F:16])[C:2]1[CH:7]=[CH:6][CH:5]=[CH:4][CH:3]=1.[CH3:17][N:18]1[CH:22]=[C:21](B2OC(C)(C)C(C)(C)O2)[CH:20]=[N:19]1.C(=O)([O-])[O-].[Na+].[Na+].[OH-].[Na+]. (4) Given the product [F:46][C:47]1[CH:48]=[C:49]([CH:93]=[CH:94][CH:95]=1)[CH2:50][N:51]1[CH:55]=[C:54]([C:56]2[C:64]3[C:59](=[N:60][CH:61]=[C:62]([C:65]4[CH:66]=[CH:67][C:68]([N:73]5[CH2:74][CH2:75][N:76]([CH2:79][C@@H:80]([OH:82])[CH3:81])[CH2:77][CH2:78]5)=[N:69][C:70]=4[O:71][CH3:72])[CH:63]=3)[NH:58][CH:57]=2)[CH:53]=[N:52]1, predict the reactants needed to synthesize it. The reactants are: Cl.FC1C=C(C=CC=1)CN1C=C(C2C3C(=NC=C(C4C=CC(C5CCNCC5)=CC=4)C=3)N(S(C3C=CC(C)=CC=3)(=O)=O)C=2)C=N1.[F:46][C:47]1[CH:48]=[C:49]([CH:93]=[CH:94][CH:95]=1)[CH2:50][N:51]1[CH:55]=[C:54]([C:56]2[C:64]3[C:59](=[N:60][CH:61]=[C:62]([C:65]4[CH:66]=[CH:67][C:68]([N:73]5[CH2:78][CH2:77][N:76]([CH2:79][C@@H:80]([OH:82])[CH3:81])[CH2:75][CH2:74]5)=[N:69][C:70]=4[O:71][CH3:72])[CH:63]=3)[N:58](S(C3C=CC(C)=CC=3)(=O)=O)[CH:57]=2)[CH:53]=[N:52]1.[OH-].[Li+].